Dataset: Catalyst prediction with 721,799 reactions and 888 catalyst types from USPTO. Task: Predict which catalyst facilitates the given reaction. (1) Reactant: [OH:1][CH2:2][CH2:3][C:4]1[CH:18]=[CH:17][C:7]([O:8][CH2:9][C:10]([O:12][C:13]([CH3:16])([CH3:15])[CH3:14])=[O:11])=[CH:6][CH:5]=1.[Cr](Cl)([O-])(=O)=O.[NH+]1C=CC=CC=1.CCOCC. Product: [CH:2]([CH2:3][C:4]1[CH:18]=[CH:17][C:7]([O:8][CH2:9][C:10]([O:12][C:13]([CH3:14])([CH3:15])[CH3:16])=[O:11])=[CH:6][CH:5]=1)=[O:1]. The catalyst class is: 4. (2) Reactant: [S:1]1[C:5]([C:6](O)=[O:7])=[CH:4][C:3]2[CH2:9][CH2:10][CH2:11][CH2:12][C:2]1=2.C(Cl)(=O)C([Cl:16])=O. Product: [S:1]1[C:5]([C:6]([Cl:16])=[O:7])=[CH:4][C:3]2[CH2:9][CH2:10][CH2:11][CH2:12][C:2]1=2. The catalyst class is: 120. (3) Reactant: [NH:1]1[CH2:6][CH2:5][NH:4][CH2:3][C:2]1=[O:7].C([O-])([O-])=O.[K+].[K+].O.Cl[C:16]([O:18][CH2:19][C:20]1[CH:25]=[CH:24][CH:23]=[CH:22][CH:21]=1)=[O:17]. Product: [CH2:19]([O:18][C:16]([N:4]1[CH2:5][CH2:6][NH:1][C:2](=[O:7])[CH2:3]1)=[O:17])[C:20]1[CH:25]=[CH:24][CH:23]=[CH:22][CH:21]=1. The catalyst class is: 1.